From a dataset of Full USPTO retrosynthesis dataset with 1.9M reactions from patents (1976-2016). Predict the reactants needed to synthesize the given product. (1) Given the product [Cl:1][C:2]1[CH:7]=[CH:6][C:5]([NH:8][C:9]([NH:15][C:16]2[CH:33]=[CH:32][C:19]([O:20][C:21]3[CH:26]=[CH:25][N:24]=[C:23]([NH:27][CH2:28][CH2:29][CH2:30][OH:31])[N:22]=3)=[C:18]([Cl:34])[CH:17]=2)=[O:10])=[CH:4][C:3]=1[C:11]([F:12])([F:13])[F:14], predict the reactants needed to synthesize it. The reactants are: [Cl:1][C:2]1[CH:7]=[CH:6][C:5]([N:8]=[C:9]=[O:10])=[CH:4][C:3]=1[C:11]([F:14])([F:13])[F:12].[NH2:15][C:16]1[CH:33]=[CH:32][C:19]([O:20][C:21]2[CH:26]=[CH:25][N:24]=[C:23]([NH:27][CH2:28][CH2:29][CH2:30][OH:31])[N:22]=2)=[C:18]([Cl:34])[CH:17]=1. (2) Given the product [Br:8][C:5]1[CH:6]=[CH:7][C:2]([N:20]2[C:21]3[CH:9]=[CH:10][CH:11]=[CH:12][C:13]=3[C:14]3[C:19]2=[CH:18][CH:17]=[CH:16][CH:15]=3)=[CH:3][CH:4]=1, predict the reactants needed to synthesize it. The reactants are: Br[C:2]1[CH:7]=[CH:6][C:5]([Br:8])=[CH:4][CH:3]=1.[CH:9]1[C:21]2[NH:20][C:19]3[C:14](=[CH:15][CH:16]=[CH:17][CH:18]=3)[C:13]=2[CH:12]=[CH:11][CH:10]=1.C(=O)([O-])[O-].[K+].[K+].C1OCCOCCOCCOCCOCCOC1. (3) Given the product [C:39]([OH:38])(=[O:41])/[CH:40]=[CH:16]/[C:18]([OH:19])=[O:44].[S:1]1[C:5]2[CH:6]=[CH:7][CH:8]=[CH:9][C:4]=2[CH:3]=[C:2]1[S:10]([N:13]1[CH:17]=[C:16]([CH2:18][NH:28][CH3:27])[N:15]=[C:14]1[C:20]1[CH:25]=[CH:24][CH:23]=[CH:22][CH:21]=1)(=[O:12])=[O:11], predict the reactants needed to synthesize it. The reactants are: [S:1]1[C:5]2[CH:6]=[CH:7][CH:8]=[CH:9][C:4]=2[CH:3]=[C:2]1[S:10]([N:13]1[CH:17]=[C:16]([CH:18]=[O:19])[N:15]=[C:14]1[C:20]1[CH:25]=[CH:24][CH:23]=[CH:22][CH:21]=1)(=[O:12])=[O:11].[Cl-].[CH3:27][NH3+:28].[C:39]([O:38][BH-]([O:38][C:39](=[O:41])[CH3:40])[O:38][C:39](=[O:41])[CH3:40])(=[O:41])[CH3:40].[Na+].C[OH:44].